Dataset: Forward reaction prediction with 1.9M reactions from USPTO patents (1976-2016). Task: Predict the product of the given reaction. Given the reactants [C@H:1]1([NH:15][C:16](=[O:22])[O:17][C:18]([CH3:21])([CH3:20])[CH3:19])[CH2:6][CH2:5][CH:4]=[CH:3][C@@H:2]1[NH:7][C:8](=[O:14])[O:9][C:10]([CH3:13])([CH3:12])[CH3:11].C1C=C(Cl)C=C(C(OO)=[O:31])C=1.[O-]S([O-])(=S)=O.[Na+].[Na+].O, predict the reaction product. The product is: [C@H:3]12[O:31][C@H:4]1[CH2:5][CH2:6][C@H:1]([NH:15][C:16](=[O:22])[O:17][C:18]([CH3:21])([CH3:20])[CH3:19])[C@H:2]2[NH:7][C:8](=[O:14])[O:9][C:10]([CH3:13])([CH3:12])[CH3:11].